Dataset: Forward reaction prediction with 1.9M reactions from USPTO patents (1976-2016). Task: Predict the product of the given reaction. (1) Given the reactants [Br:1][CH2:2][CH2:3][CH2:4][CH2:5][CH2:6][CH2:7][C:8]([O:10]CC)=[O:9].[Li+].[OH-].Cl, predict the reaction product. The product is: [Br:1][CH2:2][CH2:3][CH2:4][CH2:5][CH2:6][CH2:7][C:8]([OH:10])=[O:9]. (2) Given the reactants [NH3:1].CO.[N:4]1[N:5]([C:9]2[N:14]=[C:13]([NH:15][C:16]3[CH:21]=[C:20]([Cl:22])[N:19]=[N:18][C:17]=3[C:23]([O:25]CC)=O)[CH:12]=[CH:11][CH:10]=2)[N:6]=[CH:7][CH:8]=1, predict the reaction product. The product is: [N:6]1[N:5]([C:9]2[N:14]=[C:13]([NH:15][C:16]3[CH:21]=[C:20]([Cl:22])[N:19]=[N:18][C:17]=3[C:23]([NH2:1])=[O:25])[CH:12]=[CH:11][CH:10]=2)[N:4]=[CH:8][CH:7]=1. (3) Given the reactants [CH:1]([N:3]1[CH2:8][CH2:7][N:6]([CH:9]=[N:10][NH:11][NH2:12])[CH2:5][CH2:4]1)=[O:2].[CH2:13](I)[CH3:14], predict the reaction product. The product is: [CH2:13]([N:11]([N:10]=[CH:9][N:6]1[CH2:5][CH2:4][N:3]([CH:1]=[O:2])[CH2:8][CH2:7]1)[NH2:12])[CH3:14].